From a dataset of Forward reaction prediction with 1.9M reactions from USPTO patents (1976-2016). Predict the product of the given reaction. (1) The product is: [F:36][C:33]1[CH:34]=[CH:35][C:30]([C:24]2[C:23]([CH2:22][O:21][C:18]3[CH:19]=[CH:20][C:15]([C:14]([NH:5][CH:6]4[CH2:11][CH2:10][O:9][CH2:8][CH2:7]4)=[O:13])=[CH:16][N:17]=3)=[C:27]([CH2:28][OH:29])[O:26][N:25]=2)=[CH:31][CH:32]=1. Given the reactants C[Al](C)C.[NH2:5][CH:6]1[CH2:11][CH2:10][O:9][CH2:8][CH2:7]1.C[O:13][C:14](=O)[C:15]1[CH:20]=[CH:19][C:18]([O:21][CH2:22][C:23]2[C:24]([C:30]3[CH:35]=[CH:34][C:33]([F:36])=[CH:32][CH:31]=3)=[N:25][O:26][C:27]=2[CH2:28][OH:29])=[N:17][CH:16]=1.C1(C)C=CC=CC=1, predict the reaction product. (2) Given the reactants [C:1]([C:5]1[N:6]=[CH:7][C:8]2[NH:9][C:10]3[C:15]([C:16]=2[CH:17]=1)=[CH:14][CH:13]=[CH:12][CH:11]=3)(OC)=[O:2].C1COCC1.[BH4-].[Na+], predict the reaction product. The product is: [OH:2][CH2:1][C:5]1[N:6]=[CH:7][C:8]2[NH:9][C:10]3[C:15]([C:16]=2[CH:17]=1)=[CH:14][CH:13]=[CH:12][CH:11]=3. (3) Given the reactants Br[C:2]1[CH:7]=[C:6]([F:8])[C:5]([C:9]2[C:10](=[O:26])[CH:11]=[CH:12][N:13]3[C:18]=2[CH:17]=[CH:16][CH:15]=[C:14]3[C:19]2[CH:24]=[CH:23][C:22]([F:25])=[CH:21][CH:20]=2)=[C:4]([F:27])[CH:3]=1.[N:28]1[CH:33]=[C:32](B(O)O)[CH:31]=[N:30][CH:29]=1.CCO.C([O-])([O-])=O.[Na+].[Na+], predict the reaction product. The product is: [F:8][C:6]1[CH:7]=[C:2]([C:32]2[CH:33]=[N:28][CH:29]=[N:30][CH:31]=2)[CH:3]=[C:4]([F:27])[C:5]=1[C:9]1[C:10](=[O:26])[CH:11]=[CH:12][N:13]2[C:18]=1[CH:17]=[CH:16][CH:15]=[C:14]2[C:19]1[CH:24]=[CH:23][C:22]([F:25])=[CH:21][CH:20]=1. (4) Given the reactants [Li]CCCC.[CH:6]1[C:18]2[CH2:17][C:16]3[C:11](=[CH:12][CH:13]=[CH:14][CH:15]=3)[C:10]=2[CH:9]=[CH:8][CH:7]=1.[CH3:19][C:20]([CH2:26][CH2:27][CH2:28][CH3:29])=[C:21]1[CH:25]=[CH:24][CH:23]=[CH:22]1, predict the reaction product. The product is: [CH3:19][C:20]([CH2:26][CH2:27][CH2:28][CH3:29])([CH:21]1[CH:22]=[CH:23][CH:24]=[CH:25]1)[C:6]1[C:18]2[CH2:17][C:16]3[C:11](=[CH:12][CH:13]=[CH:14][CH:15]=3)[C:10]=2[CH:9]=[CH:8][CH:7]=1.